This data is from Full USPTO retrosynthesis dataset with 1.9M reactions from patents (1976-2016). The task is: Predict the reactants needed to synthesize the given product. (1) Given the product [CH2:1]([O:8][C:9]1[CH:14]=[CH:13][C:12]([C@@H:15]([O:18][Si:22]([C:25]([CH3:28])([CH3:27])[CH3:26])([CH3:24])[CH3:23])[CH2:16][Br:17])=[CH:11][C:10]=1[NH:19][CH:20]=[O:21])[C:2]1[CH:3]=[CH:4][CH:5]=[CH:6][CH:7]=1, predict the reactants needed to synthesize it. The reactants are: [CH2:1]([O:8][C:9]1[CH:14]=[CH:13][C:12]([CH:15]([OH:18])[CH2:16][Br:17])=[CH:11][C:10]=1[NH:19][CH:20]=[O:21])[C:2]1[CH:7]=[CH:6][CH:5]=[CH:4][CH:3]=1.[Si:22](Cl)([C:25]([CH3:28])([CH3:27])[CH3:26])([CH3:24])[CH3:23].N1C=CN=C1. (2) Given the product [F:1][C:2]1[CH:3]=[CH:4][C:5]([C:8]2[N:17]=[C:16]([O:18][CH:19]3[CH2:37][CH:36]4[N:21]([C:22](=[O:57])[NH:23][CH2:24][CH2:25][CH2:26][CH2:27][CH2:28][CH:29]=[CH:30][CH:31]5[C:33]([C:39]([NH:41][S:42]([CH:45]6[CH2:47][CH2:46]6)(=[O:44])=[O:43])=[O:40])([NH:34][C:35]4=[O:38])[CH2:32]5)[CH2:20]3)[C:15]3[C:10](=[C:11]([CH3:60])[C:12]([O:58][CH3:59])=[CH:13][CH:14]=3)[N:9]=2)=[CH:6][CH:7]=1, predict the reactants needed to synthesize it. The reactants are: [F:1][C:2]1[CH:7]=[CH:6][C:5]([C:8]2[N:17]=[C:16]([O:18][CH:19]3[CH2:37][CH:36]4[N:21]([C:22](=[O:57])[N:23](CC5C=CC(OC)=CC=5)[CH2:24][CH2:25][CH2:26][CH2:27][CH2:28][CH:29]=[CH:30][CH:31]5[C:33]([C:39]([NH:41][S:42]([CH:45]6[CH2:47][CH2:46]6)(=[O:44])=[O:43])=[O:40])([NH:34][C:35]4=[O:38])[CH2:32]5)[CH2:20]3)[C:15]3[C:10](=[C:11]([CH3:60])[C:12]([O:58][CH3:59])=[CH:13][CH:14]=3)[N:9]=2)=[CH:4][CH:3]=1.